Predict the reactants needed to synthesize the given product. From a dataset of Full USPTO retrosynthesis dataset with 1.9M reactions from patents (1976-2016). (1) Given the product [Cl:32][C:29]1[CH:28]=[CH:27][C:26]([C@H:25]2[CH2:24][N:23]([CH:33]3[CH2:38][CH2:37][O:36][CH2:35][CH2:34]3)[CH2:22][C@@H:21]2[C:19]([N:16]2[CH2:17][CH2:18][N:13]([C:7]3[CH:8]=[CH:9][C:10]([CH3:12])=[CH:11][C:6]=3[C@@H:2]([NH:1][C:54](=[O:55])[CH2:53][CH2:52][N:51]([CH3:57])[CH3:50])[CH:3]([CH3:5])[CH3:4])[CH2:14][CH2:15]2)=[O:20])=[CH:31][CH:30]=1, predict the reactants needed to synthesize it. The reactants are: [NH2:1][C@H:2]([C:6]1[CH:11]=[C:10]([CH3:12])[CH:9]=[CH:8][C:7]=1[N:13]1[CH2:18][CH2:17][N:16]([C:19]([CH:21]2[CH:25]([C:26]3[CH:31]=[CH:30][C:29]([Cl:32])=[CH:28][CH:27]=3)[CH2:24][N:23]([CH:33]3[CH2:38][CH2:37][O:36][CH2:35][CH2:34]3)[CH2:22]2)=[O:20])[CH2:15][CH2:14]1)[CH:3]([CH3:5])[CH3:4].C1C=CC2N(O)N=NC=2C=1.Cl.[CH3:50][N:51]([CH3:57])[CH2:52][CH2:53][C:54](O)=[O:55].C(Cl)CCl. (2) Given the product [CH3:1][O:2][CH2:3][CH2:4][N:5]1[CH2:10][CH2:9][N:8]2[N:11]=[C:12]([NH2:14])[CH:13]=[C:7]2[CH2:6]1, predict the reactants needed to synthesize it. The reactants are: [CH3:1][O:2][CH2:3][CH2:4][N:5]1[CH2:10][CH2:9][N:8]2[N:11]=[C:12]([N+:14]([O-])=O)[CH:13]=[C:7]2[CH2:6]1.[H][H].